The task is: Regression/Classification. Given a drug SMILES string, predict its absorption, distribution, metabolism, or excretion properties. Task type varies by dataset: regression for continuous measurements (e.g., permeability, clearance, half-life) or binary classification for categorical outcomes (e.g., BBB penetration, CYP inhibition). For this dataset (clearance_hepatocyte_az), we predict log10(clearance) (log10 of the in vitro intrinsic clearance, CLint, in uL/min per 10^6 hepatocytes; values are censored to the assay range of 3 to 150, which is 0.477 to 2.18 on this log10 scale).. This data is from Hepatocyte clearance measurements from AstraZeneca. (1) The molecule is c1ccc([C@H]([C@@H](c2ccccc2)N2CCCCC2)N2CCCCC2)cc1. The log10(clearance) is 1.08. (2) The drug is O=C(Cc1ccc(Cl)c(C(F)(F)F)c1)Nc1cccc2c(=O)n(CCO)ccc12. The log10(clearance) is 1.51. (3) The compound is COc1ccc(C#Cc2ccc([C@@H]3[C@H](CO)N4CCCCN(C(=O)Nc5cccc(F)c5)C[C@@H]34)cc2)cc1. The log10(clearance) is 1.26. (4) The molecule is CC(C)c1ccc(NC(=O)NCCCSC[C@H]2O[C@@H](n3cnc4c(N)ncnc43)[C@H](O)[C@@H]2O)cc1. The log10(clearance) is 2.04. (5) The molecule is CC/C(=C(/c1ccc(O)cc1)c1ccc(/C=C/C(=O)O)cc1)c1ccccc1. The log10(clearance) is 1.74. (6) The molecule is Cc1ccccc1-c1c(C(=O)O)n(CCCOc2cccc3ccccc23)c2ccccc12. The log10(clearance) is 2.09. (7) The molecule is CC(C)(C)NC(=O)c1ccc(Oc2cc(F)c(CC(=O)O)cc2Cl)c(NS(=O)(=O)c2ccc(C3CC3)cc2Cl)c1. The log10(clearance) is 0.780.